Task: Predict the product of the given reaction.. Dataset: Forward reaction prediction with 1.9M reactions from USPTO patents (1976-2016) Given the reactants [NH2:1][C:2]1[CH:9]=[CH:8][C:5]([C:6]#[N:7])=[CH:4][C:3]=1[NH:10][CH3:11].[CH:12](=O)C(C)C.[N:17]1[CH:22]=[CH:21][CH:20]=[C:19](C=O)[CH:18]=1, predict the reaction product. The product is: [CH3:12][N:1]1[C:2]2[CH:9]=[CH:8][C:5]([C:6]#[N:7])=[CH:4][C:3]=2[N:10]=[C:11]1[C:19]1[CH:18]=[N:17][CH:22]=[CH:21][CH:20]=1.